This data is from Reaction yield outcomes from USPTO patents with 853,638 reactions. The task is: Predict the reaction yield, written as a fraction of the theoretical maximum amount of product (1.0 means a 100% yield; for example, 0.34 means a 34% yield). (1) The reactants are C([C@@H]1CC[C@@H](C)C[C@H]1[N:11]([C@H:15]([C:17]1[CH:22]=[CH:21][C:20]([F:23])=[CH:19][N:18]=1)[CH3:16])C(=O)[O-])(C)C.[Si](I)(C)(C)C. The catalyst is C(Cl)(Cl)Cl. The product is [F:23][C:20]1[CH:21]=[CH:22][C:17]([C@@H:15]([NH2:11])[CH3:16])=[N:18][CH:19]=1. The yield is 0.790. (2) The reactants are [N:1]1([CH2:10][C:11]2[CH:20]=[CH:19][C:14]3[N:15]=[C:16](Br)[S:17][C:13]=3[CH:12]=2)[C:5]2[CH:6]=[CH:7][CH:8]=[CH:9][C:4]=2[N:3]=[CH:2]1.CCN(C(C)C)C(C)C.[NH2:30][C@@H:31]1[CH2:36][CH2:35][CH2:34][CH2:33][C@H:32]1[OH:37]. The catalyst is CC(N(C)C)=O. The product is [N:1]1([CH2:10][C:11]2[CH:20]=[CH:19][C:14]3[N:15]=[C:16]([NH:30][C@@H:31]4[CH2:36][CH2:35][CH2:34][CH2:33][C@H:32]4[OH:37])[S:17][C:13]=3[CH:12]=2)[C:5]2[CH:6]=[CH:7][CH:8]=[CH:9][C:4]=2[N:3]=[CH:2]1. The yield is 0.580. (3) The reactants are [C:1]([C:3]1[CH:4]=[C:5]2[C:9](=[CH:10][CH:11]=1)[NH:8][C:7]([C:12]1[CH:13]=[C:14]([CH:34]([CH2:38][C:39]([OH:41])=[O:40])[C:35](O)=[O:36])[CH:15]=[C:16]([C:25]3[CH:30]=[CH:29][CH:28]=[C:27]([N+:31]([O-:33])=[O:32])[CH:26]=3)[C:17]=1[O:18]COCCOC)=[CH:6]2)#[N:2].[CH3:42]O.Cl.[O:45]1CCOC[CH2:46]1. No catalyst specified. The product is [CH3:46][O:45][C:35](=[O:36])[CH:34]([C:14]1[CH:15]=[C:16]([C:25]2[CH:30]=[CH:29][CH:28]=[C:27]([N+:31]([O-:33])=[O:32])[CH:26]=2)[C:17]([OH:18])=[C:12]([C:7]2[NH:8][C:9]3[C:5]([CH:6]=2)=[CH:4][C:3]([C:1]#[N:2])=[CH:11][CH:10]=3)[CH:13]=1)[CH2:38][C:39]([O:41][CH3:42])=[O:40]. The yield is 0.640. (4) The reactants are [C:1]1([S:7](Cl)(=[O:9])=[O:8])[CH:6]=[CH:5][CH:4]=[CH:3][CH:2]=1.[NH2:11][C:12]1[CH:35]=[CH:34][C:15]2[C:16]([CH2:19]CC3CCN(CC4C=CC=CC=4)CC3)=[N:17][O:18][C:14]=2[CH:13]=1.N1C=CC=CC=1.C(=O)(O)[O-].[Na+]. The catalyst is C(Cl)Cl. The product is [CH:6]1[C:1]([S:7]([NH2:11])(=[O:9])=[O:8])=[CH:2][CH:3]=[CH:4][CH:5]=1.[CH3:19][C:16]1[C:15]2[CH:34]=[CH:35][CH:12]=[CH:13][C:14]=2[O:18][N:17]=1. The yield is 0.830. (5) The reactants are [CH3:1][O:2][C:3]1[C:12]([NH:13][C:14](=[O:18])OCC)=[N:11][C:10]2[C:5](=[CH:6][C:7]([CH3:20])=[C:8]([CH3:19])[CH:9]=2)[N:4]=1.[CH3:21][O:22][C:23]1[CH:24]=[C:25]([N:29]2[CH2:34][CH2:33][NH:32][CH2:31][CH2:30]2)[CH:26]=[CH:27][CH:28]=1.C1CCN2C(=NCCC2)CC1. The catalyst is O1CCCC1. The product is [CH3:1][O:2][C:3]1[C:12]([NH:13][C:14]([N:32]2[CH2:31][CH2:30][N:29]([C:25]3[CH:26]=[CH:27][CH:28]=[C:23]([O:22][CH3:21])[CH:24]=3)[CH2:34][CH2:33]2)=[O:18])=[N:11][C:10]2[C:5](=[CH:6][C:7]([CH3:20])=[C:8]([CH3:19])[CH:9]=2)[N:4]=1. The yield is 0.680. (6) The reactants are [H-].[Na+].[CH2:3]([N:10]1[C:18]2[C:17]([O:19][C:20]3[C:25]([CH3:26])=[CH:24][C:23]([CH3:27])=[CH:22][C:21]=3[CH3:28])=[N:16][C:15](F)=[N:14][C:13]=2[CH:12]=[CH:11]1)[C:4]1[CH:9]=[CH:8][CH:7]=[CH:6][CH:5]=1.C[N:31]1[C:35](=O)[CH2:34][CH2:33][CH2:32]1. The catalyst is O. The product is [CH2:3]([N:10]1[C:18]2[C:17]([O:19][C:20]3[C:25]([CH3:26])=[CH:24][C:23]([CH3:27])=[CH:22][C:21]=3[CH3:28])=[N:16][C:15]([NH:10][C:3]3[CH:32]=[CH:33][C:34]([C:35]#[N:31])=[CH:5][CH:4]=3)=[N:14][C:13]=2[CH:12]=[CH:11]1)[C:4]1[CH:9]=[CH:8][CH:7]=[CH:6][CH:5]=1. The yield is 0.800. (7) The reactants are [N+:1]([CH2:4][CH2:5][O:6][CH:7]1[CH2:12][CH2:11][CH2:10][CH2:9][O:8]1)([O-:3])=O.[C:13]([O:17][C:18]([N:20]1[CH2:23][CH2:22][C@H:21]1[CH2:24][O:25][C:26]1[CH:27]=[N:28][CH:29]=[C:30]([C:32]#[CH:33])[CH:31]=1)=[O:19])([CH3:16])([CH3:15])[CH3:14].C1(N=C=O)C=CC=CC=1.C(N(CC)CC)C. The catalyst is C1C=CC=CC=1.O. The product is [C:13]([O:17][C:18]([N:20]1[CH2:23][CH2:22][C@H:21]1[CH2:24][O:25][C:26]1[CH:27]=[N:28][CH:29]=[C:30]([C:32]2[O:3][N:1]=[C:4]([CH2:5][O:6][CH:7]3[CH2:12][CH2:11][CH2:10][CH2:9][O:8]3)[CH:33]=2)[CH:31]=1)=[O:19])([CH3:16])([CH3:15])[CH3:14]. The yield is 0.820. (8) The reactants are [CH:1]1([CH:7]([NH:20][C:21]2[CH:26]=[CH:25][C:24]([C:27]([N:29]([CH3:37])[CH2:30][CH2:31][C:32]([O:34]CC)=[O:33])=[O:28])=[CH:23][CH:22]=2)[C:8]2[O:9][C:10]3[CH:18]=[CH:17][C:16]([F:19])=[CH:15][C:11]=3[C:12]=2[O:13][CH3:14])[CH2:6][CH2:5][CH2:4][CH2:3][CH2:2]1.[OH-].[Na+]. The catalyst is C(O)C. The product is [CH:1]1([CH:7]([NH:20][C:21]2[CH:22]=[CH:23][C:24]([C:27]([N:29]([CH3:37])[CH2:30][CH2:31][C:32]([OH:34])=[O:33])=[O:28])=[CH:25][CH:26]=2)[C:8]2[O:9][C:10]3[CH:18]=[CH:17][C:16]([F:19])=[CH:15][C:11]=3[C:12]=2[O:13][CH3:14])[CH2:6][CH2:5][CH2:4][CH2:3][CH2:2]1. The yield is 0.520.